This data is from Peptide-MHC class I binding affinity with 185,985 pairs from IEDB/IMGT. The task is: Regression. Given a peptide amino acid sequence and an MHC pseudo amino acid sequence, predict their binding affinity value. This is MHC class I binding data. (1) The peptide sequence is QAEVEWKFY. The MHC is HLA-A30:02 with pseudo-sequence HLA-A30:02. The binding affinity (normalized) is 0.279. (2) The peptide sequence is KALGPGATL. The MHC is HLA-B15:03 with pseudo-sequence HLA-B15:03. The binding affinity (normalized) is 0.623. (3) The peptide sequence is YVLDHLIVV. The MHC is HLA-A03:01 with pseudo-sequence HLA-A03:01. The binding affinity (normalized) is 0.105. (4) The peptide sequence is HSQGREAAV. The MHC is HLA-B08:01 with pseudo-sequence HLA-B08:01. The binding affinity (normalized) is 0. (5) The peptide sequence is IFLLVLLDY. The MHC is HLA-A02:06 with pseudo-sequence HLA-A02:06. The binding affinity (normalized) is 0.388.